The task is: Predict the reactants needed to synthesize the given product.. This data is from Full USPTO retrosynthesis dataset with 1.9M reactions from patents (1976-2016). Given the product [CH:30]1([C:15]2([OH:17])[CH2:16][CH:13]([C:11]3[O:10][N:9]=[C:8]([C:5]4[CH:6]=[CH:7][C:2]([CH3:1])=[C:3]([NH:18][C:19]([C:21]5[N:25]6[CH:26]=[CH:27][CH:28]=[CH:29][C:24]6=[N:23][CH:22]=5)=[O:20])[CH:4]=4)[N:12]=3)[CH2:14]2)[CH2:32][CH2:31]1, predict the reactants needed to synthesize it. The reactants are: [CH3:1][C:2]1[CH:7]=[CH:6][C:5]([C:8]2[N:12]=[C:11]([CH:13]3[CH2:16][C:15](=[O:17])[CH2:14]3)[O:10][N:9]=2)=[CH:4][C:3]=1[NH:18][C:19]([C:21]1[N:25]2[CH:26]=[CH:27][CH:28]=[CH:29][C:24]2=[N:23][CH:22]=1)=[O:20].[CH:30]1([Mg]Br)[CH2:32][CH2:31]1.